Predict the product of the given reaction. From a dataset of Forward reaction prediction with 1.9M reactions from USPTO patents (1976-2016). (1) The product is: [O:13]=[C:11]1[NH:10][C:9]([NH:14][C:15]2[CH:16]=[C:17]([NH:21][S:22]([CH3:25])(=[O:24])=[O:23])[CH:18]=[CH:19][CH:20]=2)=[N:8][C:7]2[NH:6][CH:1]=[CH:2][C:12]1=2. Given the reactants [C:1]([O-])(=O)[CH3:2].[Na+].[NH2:6][C:7]1[CH:12]=[C:11]([OH:13])[N:10]=[C:9]([NH:14][C:15]2[CH:16]=[C:17]([NH:21][S:22]([CH3:25])(=[O:24])=[O:23])[CH:18]=[CH:19][CH:20]=2)[N:8]=1.ClCC=O, predict the reaction product. (2) Given the reactants [F:1][C:2]1([F:14])[CH2:7][CH2:6][C:5]([C:8]2[N:12]([CH3:13])[N:11]=[CH:10][CH:9]=2)=[CH:4][CH2:3]1.B.C1C[O:19]CC1.B1([O-])OO1.O.O.O.O.[Na+].S([O-])([O-])(=O)=S.[Na+].[Na+], predict the reaction product. The product is: [F:14][C:2]1([F:1])[CH2:7][C@H:6]([OH:19])[C@@H:5]([C:8]2[N:12]([CH3:13])[N:11]=[CH:10][CH:9]=2)[CH2:4][CH2:3]1. (3) Given the reactants [N:1]1[CH:2]=[CH:3][N:4]2[CH:9]=[CH:8][C:7]([C:10]([CH3:14])([CH3:13])[C:11]#[N:12])=[N:6][C:5]=12.Br[C:16]1[N:21]=[C:20]([C:22]2[CH:29]=[CH:28][CH:27]=[CH:26][C:23]=2[C:24]#[N:25])[CH:19]=[CH:18][CH:17]=1.C(=O)([O-])[O-].[Cs+].[Cs+], predict the reaction product. The product is: [C:11]([C:10]([C:7]1[CH:8]=[CH:9][N:4]2[C:3]([C:16]3[N:21]=[C:20]([C:22]4[CH:29]=[CH:28][CH:27]=[CH:26][C:23]=4[C:24]#[N:25])[CH:19]=[CH:18][CH:17]=3)=[CH:2][N:1]=[C:5]2[N:6]=1)([CH3:14])[CH3:13])#[N:12]. (4) Given the reactants Br[C:2]1[CH:3]=[CH:4][C:5]([N+:15]([O-:17])=[O:16])=[C:6]([NH:8][C:9]2[CH:14]=[CH:13][CH:12]=[CH:11][CH:10]=2)[CH:7]=1.[NH:18]1[CH2:23][CH2:22][NH:21][CH2:20][CH2:19]1, predict the reaction product. The product is: [N+:15]([C:5]1[CH:4]=[CH:3][C:2]([N:18]2[CH2:23][CH2:22][NH:21][CH2:20][CH2:19]2)=[CH:7][C:6]=1[NH:8][C:9]1[CH:14]=[CH:13][CH:12]=[CH:11][CH:10]=1)([O-:17])=[O:16].